From a dataset of Forward reaction prediction with 1.9M reactions from USPTO patents (1976-2016). Predict the product of the given reaction. (1) Given the reactants N#N.[CH3:3][C:4]([CH3:50])([CH2:46][CH2:47][CH:48]=[CH2:49])[CH2:5][O:6][C:7]([NH:9][C@H:10]([C:15]([N:17]1[CH2:30][C@H:29]([O:31][C:32]([C:34]2[N:35]([CH3:45])[C:36]3[C:41]([CH:42]=2)=[C:40](C=C)[CH:39]=[CH:38][CH:37]=3)=[O:33])[CH2:28][C@H:18]1[C:19]([O:21][CH2:22][CH2:23][Si:24]([CH3:27])([CH3:26])[CH3:25])=[O:20])=[O:16])C(C)(C)C)=[O:8], predict the reaction product. The product is: [CH3:50][C:4]1([CH3:3])[CH2:46][CH2:47][CH:48]=[CH:49][C:40]2[CH:39]=[CH:38][CH:37]=[C:36]3[N:35]([CH3:45])[C:34](=[CH:42][C:41]=23)[C:32](=[O:33])[O:31][C@H:29]2[CH2:30][N:17]([C@H:18]([C:19]([O:21][CH2:22][CH2:23][Si:24]([CH3:26])([CH3:27])[CH3:25])=[O:20])[CH2:28]2)[C:15](=[O:16])[CH2:10][NH:9][C:7](=[O:8])[O:6][CH2:5]1. (2) The product is: [CH3:30][N:28]([CH3:29])[C:24]1[CH:23]=[C:22]([NH:21][C:19](=[O:20])[C:18]2[CH:31]=[CH:32][C:33]([CH3:34])=[C:16]([NH:15][C:13](=[O:14])[C:12]3[CH:11]=[CH:10][C:9]([OH:8])=[CH:36][CH:35]=3)[CH:17]=2)[CH:27]=[CH:26][CH:25]=1. Given the reactants C([O:8][C:9]1[CH:36]=[CH:35][C:12]([C:13]([NH:15][C:16]2[CH:17]=[C:18]([CH:31]=[CH:32][C:33]=2[CH3:34])[C:19]([NH:21][C:22]2[CH:27]=[CH:26][CH:25]=[C:24]([N:28]([CH3:30])[CH3:29])[CH:23]=2)=[O:20])=[O:14])=[CH:11][CH:10]=1)C1C=CC=CC=1.C([O-])=O.[NH4+], predict the reaction product.